From a dataset of hERG Central: cardiac toxicity at 1µM, 10µM, and general inhibition. Predict hERG channel inhibition at various concentrations. (1) The molecule is CCOc1ccc2ccccc2c1CNCCc1ccc(S(N)(=O)=O)cc1.Cl. Results: hERG_inhib (hERG inhibition (general)): blocker. (2) The compound is COc1ccc(C(=O)N2CCN(CCCc3ccccc3)CC2)cc1OC.O=C(O)C(=O)O. Results: hERG_inhib (hERG inhibition (general)): blocker. (3) The molecule is COc1ccc(O)c(CN2CCN(C/C=C/c3ccccc3)CC2)c1. Results: hERG_inhib (hERG inhibition (general)): blocker. (4) The compound is O=C(NCC1CCCCC1)C1(CC2CC(c3ccc(Cl)cc3)=NO2)CCNCC1. Results: hERG_inhib (hERG inhibition (general)): blocker.